Dataset: Forward reaction prediction with 1.9M reactions from USPTO patents (1976-2016). Task: Predict the product of the given reaction. Given the reactants [H-].[Na+].[CH2:3]([O:5][C:6]([C:8]1[NH:9][C:10]2[C:15]([C:16]=1[CH2:17][N:18]([CH2:25][C:26]1[CH:31]=[C:30]([C:32]([F:35])([F:34])[F:33])[CH:29]=[C:28]([C:36]([F:39])([F:38])[F:37])[CH:27]=1)[C:19]1[N:20]=[N:21][N:22]([CH3:24])[N:23]=1)=[CH:14][CH:13]=[CH:12][CH:11]=2)=[O:7])[CH3:4].Br[CH2:41][CH2:42][CH3:43], predict the reaction product. The product is: [CH2:3]([O:5][C:6]([C:8]1[N:9]([CH2:41][CH2:42][CH3:43])[C:10]2[C:15]([C:16]=1[CH2:17][N:18]([CH2:25][C:26]1[CH:31]=[C:30]([C:32]([F:33])([F:34])[F:35])[CH:29]=[C:28]([C:36]([F:39])([F:38])[F:37])[CH:27]=1)[C:19]1[N:20]=[N:21][N:22]([CH3:24])[N:23]=1)=[CH:14][CH:13]=[CH:12][CH:11]=2)=[O:7])[CH3:4].